The task is: Predict which catalyst facilitates the given reaction.. This data is from Catalyst prediction with 721,799 reactions and 888 catalyst types from USPTO. (1) Product: [OH:24][C:16]1[CH:17]=[C:18]([O:22][CH3:23])[CH:19]=[C:20]([OH:21])[C:15]=1[NH:14][C:11]([C:9]1[N:8]=[C:6]2[N:5]([CH:10]=1)[N:4]=[C:3]([S:2][CH3:1])[S:7]2)=[O:12]. Reactant: [CH3:1][S:2][C:3]1[S:7][C:6]2=[N:8][C:9]([C:11](Cl)=[O:12])=[CH:10][N:5]2[N:4]=1.[NH2:14][C:15]1[C:20]([OH:21])=[CH:19][C:18]([O:22][CH3:23])=[CH:17][C:16]=1[OH:24].C(N(CC)CC)C. The catalyst class is: 3. (2) Reactant: [CH2:1]([O:3][C:4]([C@@:6]12[CH2:24][C@H:23]1[CH:22]=[CH:21][CH2:20][CH2:19][CH2:18][CH2:17][CH2:16][C@H:15]([NH:25][C:26]([O:28][CH:29]1[CH2:33][CH2:32][CH2:31][CH2:30]1)=[O:27])[C:14](=[O:34])[N:13]1[C@@H:9]([CH2:10][C@@H:11]([O:35][C:36]3[C:45]4[C:40](=[CH:41][C:42]([O:46][CH3:47])=[CH:43][CH:44]=4)[N:39]=[C:38]([C:48](=O)[CH2:49]Br)[CH:37]=3)[CH2:12]1)[C:8](=[O:52])[NH:7]2)=[O:5])[CH3:2].[CH:53]([NH:56][C:57]([NH2:59])=[S:58])([CH3:55])[CH3:54]. Product: [CH2:1]([O:3][C:4]([C@@:6]12[CH2:24][C@H:23]1[CH:22]=[CH:21][CH2:20][CH2:19][CH2:18][CH2:17][CH2:16][C@H:15]([NH:25][C:26]([O:28][CH:29]1[CH2:33][CH2:32][CH2:31][CH2:30]1)=[O:27])[C:14](=[O:34])[N:13]1[C@@H:9]([CH2:10][C@@H:11]([O:35][C:36]3[C:45]4[C:40](=[CH:41][C:42]([O:46][CH3:47])=[CH:43][CH:44]=4)[N:39]=[C:38]([C:48]4[N:59]=[C:57]([NH:56][CH:53]([CH3:55])[CH3:54])[S:58][CH:49]=4)[CH:37]=3)[CH2:12]1)[C:8](=[O:52])[NH:7]2)=[O:5])[CH3:2]. The catalyst class is: 32. (3) Reactant: [C:1]([C:4]1[CH:13]=[CH:12][C:11]2[CH2:10][CH:9]([C:14]([OH:16])=[O:15])[CH2:8][CH2:7][C:6]=2[N:5]=1)(=[O:3])[CH3:2].[CH3:17][Mg]Cl. Product: [OH:3][C:1]([C:4]1[CH:13]=[CH:12][C:11]2[CH2:10][CH:9]([C:14]([OH:16])=[O:15])[CH2:8][CH2:7][C:6]=2[N:5]=1)([CH3:17])[CH3:2]. The catalyst class is: 1. (4) Reactant: C[Si]([C:5]#[C:6][Si:7]([CH:12]([CH3:14])[CH3:13])([CH:9]([CH3:11])[CH3:10])Br)(C)C.[CH2:15]([Mg]Cl)[CH:16]=[CH2:17]. Product: [CH2:15]([Si:7]([C:6]#[CH:5])([CH:12]([CH3:14])[CH3:13])[CH:9]([CH3:11])[CH3:10])[CH:16]=[CH2:17]. The catalyst class is: 1. (5) Reactant: [CH3:1][C:2]1[CH:6]=[C:5]([C:7]2[CH:8]=[N:9][NH:10][C:11]=2[NH2:12])[O:4][N:3]=1.[Cl:13][C:14]1[CH:19]=[CH:18][C:17]([C:20](=O)[CH2:21][C:22](OCC)=[O:23])=[CH:16][C:15]=1[O:28][CH3:29].CC1C=CC(S(O)(=O)=O)=CC=1. Product: [Cl:13][C:14]1[CH:19]=[CH:18][C:17]([C:20]2[NH:12][C:11]3[N:10]([N:9]=[CH:8][C:7]=3[C:5]3[O:4][N:3]=[C:2]([CH3:1])[CH:6]=3)[C:22](=[O:23])[CH:21]=2)=[CH:16][C:15]=1[O:28][CH3:29]. The catalyst class is: 114.